Task: Regression/Classification. Given a drug SMILES string, predict its absorption, distribution, metabolism, or excretion properties. Task type varies by dataset: regression for continuous measurements (e.g., permeability, clearance, half-life) or binary classification for categorical outcomes (e.g., BBB penetration, CYP inhibition). Dataset: cyp3a4_veith.. Dataset: CYP3A4 inhibition data for predicting drug metabolism from PubChem BioAssay (1) The molecule is O=C(NC(=S)Nc1cccc(Cl)c1N1CCCCC1)c1cccs1. The result is 0 (non-inhibitor). (2) The molecule is O=S(=O)(c1cccc2c(I)cccc12)N1CCCNCC1. The result is 1 (inhibitor).